This data is from Reaction yield outcomes from USPTO patents with 853,638 reactions. The task is: Predict the reaction yield, written as a fraction of the theoretical maximum amount of product (1.0 means a 100% yield; for example, 0.34 means a 34% yield). (1) The reactants are [C:1]([O:5][C:6]([N:8]1[CH2:13][CH2:12][CH:11]([C:14]([OH:16])=O)[CH2:10][CH2:9]1)=[O:7])([CH3:4])([CH3:3])[CH3:2].[NH2:17][C:18]1[CH:23]=[CH:22][C:21]([C:24](=[O:26])[CH3:25])=[CH:20][CH:19]=1.[B-](F)(F)(F)F.CCOC(C(C#N)=NOC(N(C)C)=[N+](C)C)=O. The catalyst is CN(C=O)C. The product is [C:1]([O:5][C:6]([N:8]1[CH2:9][CH2:10][CH:11]([C:14](=[O:16])[NH:17][C:18]2[CH:23]=[CH:22][C:21]([C:24](=[O:26])[CH3:25])=[CH:20][CH:19]=2)[CH2:12][CH2:13]1)=[O:7])([CH3:2])([CH3:3])[CH3:4]. The yield is 0.520. (2) The reactants are [N:1]1[C:9]2[CH:8]=[CH:7][N:6]=[CH:5][C:4]=2[S:3][C:2]=1[C:10]1[CH:11]=[C:12]([CH:17]=[C:18]([NH:20][C:21](=[O:34])[C:22]2[CH:27]=[C:26]([O:28][CH3:29])[C:25]([O:30][CH3:31])=[C:24]([O:32][CH3:33])[CH:23]=2)[CH:19]=1)[C:13]([O:15]C)=[O:14].O.[OH-].[Na+].Cl. The catalyst is C1COCC1. The product is [N:1]1[C:9]2[CH:8]=[CH:7][N:6]=[CH:5][C:4]=2[S:3][C:2]=1[C:10]1[CH:11]=[C:12]([CH:17]=[C:18]([NH:20][C:21](=[O:34])[C:22]2[CH:23]=[C:24]([O:32][CH3:33])[C:25]([O:30][CH3:31])=[C:26]([O:28][CH3:29])[CH:27]=2)[CH:19]=1)[C:13]([OH:15])=[O:14]. The yield is 0.780. (3) The reactants are [F:1][C:2]1[C:3]([O:12][CH3:13])=[CH:4][C:5]2[S:9][C:8]([NH2:10])=[N:7][C:6]=2[CH:11]=1.Br[CH2:15][CH:16]1[CH2:21][CH2:20][CH2:19][CH2:18][CH2:17]1.C(=O)([O-])[O-].[K+].[K+]. The catalyst is CN1C(=O)CCC1. The product is [CH:16]1([CH2:15][NH:10][C:8]2[S:9][C:5]3[CH:4]=[C:3]([O:12][CH3:13])[C:2]([F:1])=[CH:11][C:6]=3[N:7]=2)[CH2:21][CH2:20][CH2:19][CH2:18][CH2:17]1. The yield is 0.600. (4) The reactants are [Br:1]N1C(=O)CCC1=O.[CH2:9]([NH:11][C:12]([N:14]1[C:18]([CH3:19])=[CH:17][C:16]([O:20][C:21]2[C:26]([Cl:27])=[CH:25][C:24]([C:28]([F:31])([F:30])[F:29])=[CH:23][N:22]=2)=[N:15]1)=[O:13])[CH3:10].O. The catalyst is ClCCl. The product is [CH2:9]([NH:11][C:12]([N:14]1[C:18]([CH3:19])=[C:17]([Br:1])[C:16]([O:20][C:21]2[C:26]([Cl:27])=[CH:25][C:24]([C:28]([F:29])([F:30])[F:31])=[CH:23][N:22]=2)=[N:15]1)=[O:13])[CH3:10]. The yield is 0.670. (5) The reactants are Br[C:2]1[CH:3]=[CH:4][C:5](=[O:8])[NH:6][CH:7]=1.[OH:9][C:10]([CH3:43])([CH3:42])[CH2:11][C@:12]1([C:36]2[CH:41]=[CH:40][CH:39]=[CH:38][CH:37]=2)[CH2:17][CH2:16][N:15]([C@H:18]([C:20]2[CH:25]=[CH:24][C:23](B3OC(C)(C)C(C)(C)O3)=[CH:22][CH:21]=2)[CH3:19])[C:14](=[O:35])[CH2:13]1.C([O-])(O)=O.[Na+]. The catalyst is COCCOC.CCO.C1C=CC([P]([Pd]([P](C2C=CC=CC=2)(C2C=CC=CC=2)C2C=CC=CC=2)([P](C2C=CC=CC=2)(C2C=CC=CC=2)C2C=CC=CC=2)[P](C2C=CC=CC=2)(C2C=CC=CC=2)C2C=CC=CC=2)(C2C=CC=CC=2)C2C=CC=CC=2)=CC=1. The product is [OH:9][C:10]([CH3:43])([CH3:42])[CH2:11][C@:12]1([C:36]2[CH:37]=[CH:38][CH:39]=[CH:40][CH:41]=2)[CH2:17][CH2:16][N:15]([C@H:18]([C:20]2[CH:21]=[CH:22][C:23]([C:2]3[CH:3]=[CH:4][C:5](=[O:8])[NH:6][CH:7]=3)=[CH:24][CH:25]=2)[CH3:19])[C:14](=[O:35])[CH2:13]1. The yield is 0.200. (6) The reactants are Cl[S:2]([C:5]1[CH:14]=[CH:13][C:8]([C:9]([O:11][CH3:12])=[O:10])=[CH:7][CH:6]=1)(=[O:4])=[O:3].[F:15][C:16]1[C:21]([OH:22])=[C:20]([F:23])[C:19]([F:24])=[C:18]([F:25])[C:17]=1[F:26].CCN(CC)CC. The catalyst is C(Cl)Cl. The product is [F:15][C:16]1[C:21]([O:22][S:2]([C:5]2[CH:6]=[CH:7][C:8]([C:9]([O:11][CH3:12])=[O:10])=[CH:13][CH:14]=2)(=[O:4])=[O:3])=[C:20]([F:23])[C:19]([F:24])=[C:18]([F:25])[C:17]=1[F:26]. The yield is 0.850. (7) The reactants are [CH3:1][S:2][C:3]1[CH:8]=[CH:7][C:6]([C:9]2[N:14]=[CH:13][C:12]([OH:15])=[CH:11][CH:10]=2)=[CH:5][CH:4]=1.CS(O[CH2:21][CH:22]1[CH2:27][CH2:26][N:25]([C:28]2[O:32][N:31]=[C:30]([CH:33]([CH3:35])[CH3:34])[N:29]=2)[CH2:24][CH2:23]1)(=O)=O.C([O-])([O-])=O.[K+].[K+].CN(C=O)C. The catalyst is O. The product is [CH3:35][CH:33]([C:30]1[N:29]=[C:28]([N:25]2[CH2:24][CH2:23][CH:22]([CH2:21][O:15][C:12]3[CH:11]=[CH:10][C:9]([C:6]4[CH:5]=[CH:4][C:3]([S:2][CH3:1])=[CH:8][CH:7]=4)=[N:14][CH:13]=3)[CH2:27][CH2:26]2)[O:32][N:31]=1)[CH3:34]. The yield is 0.900.